Predict the reaction yield, written as a fraction of the theoretical maximum amount of product (1.0 means a 100% yield; for example, 0.34 means a 34% yield). From a dataset of Reaction yield outcomes from USPTO patents with 853,638 reactions. (1) The catalyst is CCOCC. The product is [CH3:36][C:30]1([CH2:13][C:12]([OH:19])=[O:18])[C:29]([N+:26]([O-:28])=[O:27])=[CH:34][CH:33]=[CH:32][CH2:31]1. The reactants are CC1C=CC=C2C=1CC(=O)N2.[C:12]([O:19]CC)(=[O:18])[C:13](OCC)=O.[O-]CC.[K+].[N+:26]([C:29]1[CH:34]=[CH:33][CH:32]=[C:31](C)[C:30]=1[CH3:36])([O-:28])=[O:27]. The yield is 0.450. (2) The reactants are C([SiH](CC)CC)C.[CH3:8][O:9][C:10]([C:12]1[NH:13][CH:14]=[C:15]([C:17](=O)[CH2:18][C:19]2[CH:24]=[CH:23][CH:22]=[CH:21][CH:20]=2)[CH:16]=1)=[O:11]. The product is [CH3:8][O:9][C:10]([C:12]1[NH:13][CH:14]=[C:15]([CH2:17][CH2:18][C:19]2[CH:24]=[CH:23][CH:22]=[CH:21][CH:20]=2)[CH:16]=1)=[O:11]. The yield is 0.503. The catalyst is FC(F)(F)C(O)=O.